Task: Regression/Classification. Given a drug SMILES string, predict its absorption, distribution, metabolism, or excretion properties. Task type varies by dataset: regression for continuous measurements (e.g., permeability, clearance, half-life) or binary classification for categorical outcomes (e.g., BBB penetration, CYP inhibition). Dataset: cyp1a2_veith.. Dataset: CYP1A2 inhibition data for predicting drug metabolism from PubChem BioAssay The molecule is CSCC[C@@H](C(=O)O)N(C)C. The result is 0 (non-inhibitor).